Dataset: Reaction yield outcomes from USPTO patents with 853,638 reactions. Task: Predict the reaction yield, written as a fraction of the theoretical maximum amount of product (1.0 means a 100% yield; for example, 0.34 means a 34% yield). (1) The reactants are [Br:1][C:2]1[CH:3]=[CH:4][C:5]2[N:9]=[C:8](C(Cl)(Cl)Cl)[N:7]([C:14]3[CH:19]=[CH:18][N:17]=[C:16]([NH2:20])[N:15]=3)[C:6]=2[CH:21]=1.[CH2:22]([OH:25])[CH2:23][OH:24].C(=O)([O-])[O-].[Cs+].[Cs+]. The catalyst is O. The product is [NH2:20][C:16]1[N:15]=[C:14]([N:7]2[C:6]3[CH:21]=[C:2]([Br:1])[CH:3]=[CH:4][C:5]=3[N:9]=[C:8]2[O:24][CH2:23][CH2:22][OH:25])[CH:19]=[CH:18][N:17]=1. The yield is 0.340. (2) The reactants are [CH:1]1([C@H:4]([OH:6])[CH3:5])[CH2:3][CH2:2]1.[H-].[Na+].[CH2:9]([N:16]1[CH2:22][C:21]2[N:23]=[CH:24][C:25](Cl)=[N:26][C:20]=2[O:19][CH2:18][CH2:17]1)[C:10]1[CH:15]=[CH:14][CH:13]=[CH:12][CH:11]=1.O. The catalyst is C1(C)C=CC=CC=1.C1C=CC(/C=C/C(/C=C/C2C=CC=CC=2)=O)=CC=1.C1C=CC(/C=C/C(/C=C/C2C=CC=CC=2)=O)=CC=1.C1C=CC(/C=C/C(/C=C/C2C=CC=CC=2)=O)=CC=1.[Pd].[Pd].C1C=CC(P(C2C(C3C(P(C4C=CC=CC=4)C4C=CC=CC=4)=CC=C4C=3C=CC=C4)=C3C(C=CC=C3)=CC=2)C2C=CC=CC=2)=CC=1. The product is [CH2:9]([N:16]1[CH2:22][C:21]2[N:23]=[CH:24][C:25]([O:6][C@@H:4]([CH:1]3[CH2:3][CH2:2]3)[CH3:5])=[N:26][C:20]=2[O:19][CH2:18][CH2:17]1)[C:10]1[CH:11]=[CH:12][CH:13]=[CH:14][CH:15]=1. The yield is 0.670.